This data is from Full USPTO retrosynthesis dataset with 1.9M reactions from patents (1976-2016). The task is: Predict the reactants needed to synthesize the given product. (1) Given the product [C:1]([C:5]1[CH:24]=[CH:23][C:8]([C:9]([N:11]([CH3:12])[C:13]2[CH:18]=[CH:17][CH:16]=[C:15]([S:19]([NH2:25])(=[O:21])=[O:20])[CH:14]=2)=[O:10])=[CH:7][CH:6]=1)([CH3:4])([CH3:3])[CH3:2], predict the reactants needed to synthesize it. The reactants are: [C:1]([C:5]1[CH:24]=[CH:23][C:8]([C:9]([N:11]([C:13]2[CH:14]=[C:15]([S:19](O)(=[O:21])=[O:20])[CH:16]=[CH:17][CH:18]=2)[CH3:12])=[O:10])=[CH:7][CH:6]=1)([CH3:4])([CH3:3])[CH3:2].[N:25]1C(Cl)=NC(Cl)=NC=1Cl.C(N(CC)CC)C.[OH-].[NH4+]. (2) Given the product [CH3:1][N:2]1[CH2:3][CH2:4][N:5]([C@@H:8]2[CH2:9][CH2:10][CH2:11][C@H:12]([C:14]([OH:16])=[O:15])[CH2:13]2)[CH2:6][CH2:7]1, predict the reactants needed to synthesize it. The reactants are: [CH3:1][N:2]1[CH2:7][CH2:6][N:5]([C@@H:8]2[CH2:13][C@H:12]([C:14]([OH:16])=[O:15])[CH2:11][CH:10]=[CH:9]2)[CH2:4][CH2:3]1.[H][H]. (3) Given the product [C:1]([O:5][C:6](=[O:20])[NH:7][C:8]1[CH:13]=[C:12]([N:14]([CH2:16][CH3:17])[CH3:15])[C:11]([Cl:18])=[CH:10][C:9]=1[NH:19][C:26](=[O:25])[CH2:27][C:28](=[O:48])[C:29]1[CH:34]=[CH:33][CH:32]=[C:31]([N:35]2[C:39]([CH2:40][O:41][CH:42]3[CH2:47][CH2:46][CH2:45][CH2:44][O:43]3)=[CH:38][N:37]=[N:36]2)[CH:30]=1)([CH3:2])([CH3:3])[CH3:4], predict the reactants needed to synthesize it. The reactants are: [C:1]([O:5][C:6](=[O:20])[NH:7][C:8]1[CH:13]=[C:12]([N:14]([CH2:16][CH3:17])[CH3:15])[C:11]([Cl:18])=[CH:10][C:9]=1[NH2:19])([CH3:4])([CH3:3])[CH3:2].C([O:25][C:26](=O)[CH2:27][C:28](=[O:48])[C:29]1[CH:34]=[CH:33][CH:32]=[C:31]([N:35]2[C:39]([CH2:40][O:41][CH:42]3[CH2:47][CH2:46][CH2:45][CH2:44][O:43]3)=[CH:38][N:37]=[N:36]2)[CH:30]=1)(C)(C)C. (4) The reactants are: N[C@H:4]([C:5]([OH:6])=[O:7])C[CH2:4][C:5](=[O:7])[OH:6].[NH2:11][CH2:12][C:13]([OH:15])=[O:14].N[C@H](C(O)=O)C(C)C. Given the product [NH2:11][C@H:12]([C:13]([OH:15])=[O:14])[CH2:4][C:5](=[O:6])[OH:7], predict the reactants needed to synthesize it.